This data is from Full USPTO retrosynthesis dataset with 1.9M reactions from patents (1976-2016). The task is: Predict the reactants needed to synthesize the given product. (1) Given the product [CH:1]([N:4]([C:18]([C:19]1[CH:24]=[C:23]([C:46]2[CH:51]=[CH:50][CH:49]=[CH:48][CH:47]=2)[CH:22]=[C:21]([O:33][CH2:34][CH2:35][CH2:36][O:37][CH3:38])[CH:20]=1)=[O:39])[C@@H:5]1[CH2:10][CH2:9][CH2:8][N:7]([C:11]([O:13][C:14]([CH3:16])([CH3:17])[CH3:15])=[O:12])[CH2:6]1)([CH3:3])[CH3:2], predict the reactants needed to synthesize it. The reactants are: [CH:1]([N:4]([C:18](=[O:39])[C:19]1[CH:24]=[C:23](OS(C(F)(F)F)(=O)=O)[CH:22]=[C:21]([O:33][CH2:34][CH2:35][CH2:36][O:37][CH3:38])[CH:20]=1)[C@@H:5]1[CH2:10][CH2:9][CH2:8][N:7]([C:11]([O:13][C:14]([CH3:17])([CH3:16])[CH3:15])=[O:12])[CH2:6]1)([CH3:3])[CH3:2].C(=O)([O-])[O-].[Na+].[Na+].[C:46]1(B(O)O)[CH:51]=[CH:50][CH:49]=[CH:48][CH:47]=1.C(=O)([O-])O.[Na+]. (2) Given the product [CH:36]([NH:39][C:17]1[N:18]=[C:19]([C:2]2[N:6]3[CH:7]=[CH:8][N:9]=[C:10]([NH:11][CH2:12][CH2:13][OH:14])[C:5]3=[N:4][CH:3]=2)[CH:20]=[CH:21][N:22]=1)([CH3:38])[CH3:37], predict the reactants needed to synthesize it. The reactants are: Br[C:2]1[N:6]2[CH:7]=[CH:8][N:9]=[C:10]([NH:11][CH2:12][CH2:13][OH:14])[C:5]2=[N:4][CH:3]=1.CS[C:17]1[N:22]=[C:21]([Sn](CCCC)(CCCC)CCCC)[CH:20]=[CH:19][N:18]=1.[CH:36]([NH2:39])([CH3:38])[CH3:37]. (3) Given the product [CH:2]([C@H:15]1[C@@H:20]([O:21][CH2:22][C:23]2[CH:24]=[CH:25][C:26]([C:29]([F:32])([F:30])[F:31])=[CH:27][CH:28]=2)[CH2:19][CH2:18][N:17]([C:35]([NH:34][CH3:33])=[O:36])[CH2:16]1)([C:9]1[CH:10]=[CH:11][CH:12]=[CH:13][CH:14]=1)[C:3]1[CH:4]=[CH:5][CH:6]=[CH:7][CH:8]=1, predict the reactants needed to synthesize it. The reactants are: Cl.[CH:2]([C@H:15]1[C@@H:20]([O:21][CH2:22][C:23]2[CH:28]=[CH:27][C:26]([C:29]([F:32])([F:31])[F:30])=[CH:25][CH:24]=2)[CH2:19][CH2:18][NH:17][CH2:16]1)([C:9]1[CH:14]=[CH:13][CH:12]=[CH:11][CH:10]=1)[C:3]1[CH:8]=[CH:7][CH:6]=[CH:5][CH:4]=1.[CH3:33][N:34]=[C:35]=[O:36]. (4) Given the product [Cl:1][C:2]1[C:10]([CH:11]2[CH2:12][CH2:13]2)=[CH:9][C:5]([C:6]#[N:8])=[C:4]([O:14][CH2:15][CH2:16][CH2:17][C:18](=[O:20])[CH3:19])[N:3]=1, predict the reactants needed to synthesize it. The reactants are: [Cl:1][C:2]1[C:10]([CH:11]2[CH2:13][CH2:12]2)=[CH:9][C:5]([C:6]([NH2:8])=O)=[C:4]([O:14][CH2:15][CH2:16][CH2:17][C:18](=[O:20])[CH3:19])[N:3]=1.O=P(Cl)(Cl)Cl.N1C=CC=CC=1.C([O-])(O)=O.[Na+]. (5) Given the product [Cl:16][CH2:3][C:4]([C@@H:6]1[CH2:11][CH2:10][CH2:9][CH2:8][C@H:7]1[C:12]([O:14][CH3:15])=[O:13])=[O:5], predict the reactants needed to synthesize it. The reactants are: [N+](=[CH:3][C:4]([C@@H:6]1[CH2:11][CH2:10][CH2:9][CH2:8][C@H:7]1[C:12]([O:14][CH3:15])=[O:13])=[O:5])=[N-].[ClH:16].O1CCOCC1.